Dataset: Forward reaction prediction with 1.9M reactions from USPTO patents (1976-2016). Task: Predict the product of the given reaction. (1) Given the reactants Br[C:2]1[CH:3]=[N:4][CH:5]=[C:6]([CH:10]=1)[C:7]([NH2:9])=[O:8].[CH3:11][C:12]([CH3:22])([CH3:21])[C:13]([NH:15][C:16]1[S:17][CH:18]=[CH:19][N:20]=1)=[O:14].C([O-])(=O)C.[K+], predict the reaction product. The product is: [CH3:11][C:12]([CH3:22])([CH3:21])[C:13]([NH:15][C:16]1[S:17][C:18]([C:2]2[CH:3]=[N:4][CH:5]=[C:6]([CH:10]=2)[C:7]([NH2:9])=[O:8])=[CH:19][N:20]=1)=[O:14]. (2) Given the reactants [C:1]1([C:19]2[CH:24]=[CH:23][CH:22]=[CH:21][CH:20]=2)[CH:6]=[CH:5][C:4]([O:7][C:8]2[CH:13]=[N:12][CH:11]=[C:10]3[S:14][C:15]([C:17]#[N:18])=[CH:16][C:9]=23)=[CH:3][CH:2]=1.C(O)C.Cl.[C:29]1(N)[CH:34]=[CH:33][CH:32]=[CH:31][C:30]=1[NH2:35], predict the reaction product. The product is: [NH:18]1[C:29]2[CH:34]=[CH:33][CH:32]=[CH:31][C:30]=2[N:35]=[C:17]1[C:15]1[S:14][C:10]2=[CH:11][N:12]=[CH:13][C:8]([O:7][C:4]3[CH:5]=[CH:6][C:1]([C:19]4[CH:20]=[CH:21][CH:22]=[CH:23][CH:24]=4)=[CH:2][CH:3]=3)=[C:9]2[CH:16]=1.